This data is from Reaction yield outcomes from USPTO patents with 853,638 reactions. The task is: Predict the reaction yield, written as a fraction of the theoretical maximum amount of product (1.0 means a 100% yield; for example, 0.34 means a 34% yield). (1) The reactants are Cl[C:2]1[CH:7]=[C:6]([O:8][CH2:9][CH2:10][CH2:11][CH:12]2[CH2:17][CH2:16][N:15]([CH3:18])[CH2:14][CH2:13]2)[N:5]=[CH:4][C:3]=1[C:19]1[NH:23]C2C=CC(F)=C(C)C=2N=1.[CH3:30][O-:31].[Na+]. The catalyst is CO. The product is [CH3:30][O:31][C:2]1[C:3]([C:19]#[N:23])=[CH:4][N:5]=[C:6]([O:8][CH2:9][CH2:10][CH2:11][CH:12]2[CH2:17][CH2:16][N:15]([CH3:18])[CH2:14][CH2:13]2)[CH:7]=1. The yield is 1.00. (2) The reactants are Br[C:2]1[N:3]=[CH:4][C:5]([NH2:8])=[N:6][CH:7]=1.[NH:9]1[CH2:13][CH2:12][CH2:11][C:10]1=[O:14].C(=O)([O-])[O-].[K+].[K+].[C@@H]1(N)CCCC[C@H]1N. The catalyst is O1CCOCC1.[Cu]I.CO.C(OCC)(=O)C. The product is [NH2:8][C:5]1[N:6]=[CH:7][C:2]([N:9]2[CH2:13][CH2:12][CH2:11][C:10]2=[O:14])=[N:3][CH:4]=1. The yield is 0.307. (3) The reactants are [F:1][C:2]1[CH:3]=[C:4]([NH:22][C:23](=[O:35])[C:24]([NH:26][CH2:27][CH2:28][C:29]2[CH:34]=[CH:33][CH:32]=[CH:31][CH:30]=2)=[O:25])[CH:5]=[CH:6][C:7]=1[O:8][C:9]1[C:18]2[C:13](=[CH:14][C:15]([OH:21])=[C:16]([O:19][CH3:20])[CH:17]=2)[N:12]=[CH:11][CH:10]=1.Cl.Cl[CH2:38][CH2:39][CH2:40][N:41]1[CH2:46][CH2:45][O:44][CH2:43][CH2:42]1.C(=O)([O-])[O-].[K+].[K+]. The catalyst is CN(C=O)C. The product is [F:1][C:2]1[CH:3]=[C:4]([NH:22][C:23](=[O:35])[C:24]([NH:26][CH2:27][CH2:28][C:29]2[CH:30]=[CH:31][CH:32]=[CH:33][CH:34]=2)=[O:25])[CH:5]=[CH:6][C:7]=1[O:8][C:9]1[C:18]2[C:13](=[CH:14][C:15]([O:21][CH2:38][CH2:39][CH2:40][N:41]3[CH2:46][CH2:45][O:44][CH2:43][CH2:42]3)=[C:16]([O:19][CH3:20])[CH:17]=2)[N:12]=[CH:11][CH:10]=1. The yield is 0.740. (4) The reactants are [CH3:1][N:2]([CH3:6])[CH2:3][CH2:4][NH2:5].[CH3:7][C@@H:8]1[CH2:30][C:29]2[C:31](=[O:32])[C:24](=[C:25]([C:35]3[O:39][CH:38]=[CH:37][CH:36]=3)[C:26]([C:28]=2OC)=[O:27])[NH:23][C:21](=[O:22])[C:20]([CH3:40])=[CH:19][CH:18]=[CH:17][C@H:16]([O:41][CH3:42])[C@@H:15]([O:43][C:44]([NH2:46])=[O:45])[C:14]([CH3:47])=[CH:13][C@H:12]([CH3:48])[C@@H:11]([OH:49])[C@@H:10]([O:50][CH3:51])[CH2:9]1. The catalyst is C1COCC1. The product is [C:44](=[O:45])([O:43][C@@H:15]1[C@@H:16]([O:41][CH3:42])[CH:17]=[CH:18][CH:19]=[C:20]([CH3:40])[C:21](=[O:22])[NH:23][C:24]2[C:31](=[O:32])[C:29]([CH2:30][C@@H:8]([CH3:7])[CH2:9][C@H:10]([O:50][CH3:51])[C@H:11]([OH:49])[C@@H:12]([CH3:48])[CH:13]=[C:14]1[CH3:47])=[C:28]([NH:5][CH2:4][CH2:3][N:2]([CH3:6])[CH3:1])[C:26](=[O:27])[C:25]=2[C:35]1[O:39][CH:38]=[CH:37][CH:36]=1)[NH2:46]. The yield is 0.830. (5) The reactants are [CH2:1]([N:8]1[CH2:13][CH2:12][CH:11]([O:14][C:15]2[N:20]=[C:19]([NH2:21])[CH:18]=[CH:17][CH:16]=2)[CH2:10][C:9]1([CH3:23])[CH3:22])[C:2]1[CH:7]=[CH:6][CH:5]=[CH:4][CH:3]=1.[Cl:24][C:25]1[CH:33]=[C:32]([F:34])[CH:31]=[CH:30][C:26]=1[C:27](Cl)=[O:28]. The catalyst is O1CCOCC1. The product is [CH2:1]([N:8]1[CH2:13][CH2:12][CH:11]([O:14][C:15]2[N:20]=[C:19]([NH:21][C:27](=[O:28])[C:26]3[CH:30]=[CH:31][C:32]([F:34])=[CH:33][C:25]=3[Cl:24])[CH:18]=[CH:17][CH:16]=2)[CH2:10][C:9]1([CH3:23])[CH3:22])[C:2]1[CH:7]=[CH:6][CH:5]=[CH:4][CH:3]=1. The yield is 0.115. (6) The reactants are [CH3:1][O:2][C:3]1[CH:4]=[C:5]([CH2:20][C:21]([OH:23])=O)[CH:6]=[CH:7][C:8]=1[NH:9][C:10]([NH:12][C:13]1[CH:18]=[CH:17][CH:16]=[CH:15][C:14]=1[CH3:19])=[O:11].Cl.[CH3:25][O:26][C:27](=[O:52])[CH:28]([NH:41][C:42](=[O:51])[C:43]1[C:48]([Cl:49])=[CH:47][CH:46]=[CH:45][C:44]=1[Cl:50])[CH2:29][C:30]1[O:34][N:33]=[C:32]([CH:35]([NH2:40])[CH2:36][CH:37]([CH3:39])[CH3:38])[CH:31]=1. No catalyst specified. The product is [CH3:25][O:26][C:27](=[O:52])[CH:28]([NH:41][C:42](=[O:51])[C:43]1[C:44]([Cl:50])=[CH:45][CH:46]=[CH:47][C:48]=1[Cl:49])[CH2:29][C:30]1[O:34][N:33]=[C:32]([CH:35]([NH:40][C:21](=[O:23])[CH2:20][C:5]2[CH:6]=[CH:7][C:8]([NH:9][C:10]([NH:12][C:13]3[CH:18]=[CH:17][CH:16]=[CH:15][C:14]=3[CH3:19])=[O:11])=[C:3]([O:2][CH3:1])[CH:4]=2)[CH2:36][CH:37]([CH3:39])[CH3:38])[CH:31]=1. The yield is 0.510. (7) The reactants are [C:1]([O:5][C:6]([NH:8][C:9]1[CH:10]=[N:11][CH:12]=[CH:13][C:14]=1[C@H:15]1[CH2:20][C@@H:19]([NH:21][C:22](=[O:28])[O:23][C:24]([CH3:27])([CH3:26])[CH3:25])[C@@H:18]([N:29]=[N+]=[N-])[C@@H:17]([CH3:32])[CH2:16]1)=[O:7])([CH3:4])([CH3:3])[CH3:2]. The catalyst is C(O)C.[Pd]. The product is [C:1]([O:5][C:6]([NH:8][C:9]1[CH:10]=[N:11][CH:12]=[CH:13][C:14]=1[C@H:15]1[CH2:20][C@@H:19]([NH:21][C:22](=[O:28])[O:23][C:24]([CH3:27])([CH3:26])[CH3:25])[C@@H:18]([NH2:29])[C@@H:17]([CH3:32])[CH2:16]1)=[O:7])([CH3:4])([CH3:2])[CH3:3]. The yield is 0.880.